From a dataset of Forward reaction prediction with 1.9M reactions from USPTO patents (1976-2016). Predict the product of the given reaction. (1) Given the reactants [NH:1]([C:3]1[S:4][C:5]2[CH:11]=[CH:10][CH:9]=[CH:8][C:6]=2[N:7]=1)[NH2:2].[OH:12][C:13]1[CH:20]=[CH:19][C:16]([CH:17]=O)=[CH:15][CH:14]=1, predict the reaction product. The product is: [S:4]1[C:5]2[CH:11]=[CH:10][CH:9]=[CH:8][C:6]=2[N:7]=[C:3]1[NH:1][N:2]=[CH:17][C:16]1[CH:19]=[CH:20][C:13]([OH:12])=[CH:14][CH:15]=1. (2) Given the reactants [CH3:1][C:2]1([CH3:23])[C:11]2[C:6](=[CH:7][CH:8]=[C:9]([C:12]([F:15])([F:14])[F:13])[CH:10]=2)[NH:5][CH:4]([C:16]2[CH:22]=[CH:21][CH:20]=[CH:19][C:17]=2[NH2:18])[CH2:3]1.[N:24]1[CH:29]=[CH:28][CH:27]=[C:26]([S:30](Cl)(=[O:32])=[O:31])[CH:25]=1, predict the reaction product. The product is: [CH3:1][C:2]1([CH3:23])[C:11]2[C:6](=[CH:7][CH:8]=[C:9]([C:12]([F:13])([F:15])[F:14])[CH:10]=2)[NH:5][CH:4]([C:16]2[CH:22]=[CH:21][CH:20]=[CH:19][C:17]=2[NH:18][S:30]([C:26]2[CH:25]=[N:24][CH:29]=[CH:28][CH:27]=2)(=[O:32])=[O:31])[CH2:3]1. (3) Given the reactants [Cl:1][C:2]1[CH:3]=[C:4]([C:9]2[N:14]=[C:13]3[CH2:15][CH2:16][CH2:17][C:12]3=[C:11]([NH:18][C:19]3[CH:24]=[CH:23][C:22]([CH2:25][C:26](OCC)=[O:27])=[CH:21][CH:20]=3)[CH:10]=2)[CH:5]=[CH:6][C:7]=1[Cl:8].NC1C=CC(CCO)=CC=1, predict the reaction product. The product is: [ClH:1].[Cl:1][C:2]1[CH:3]=[C:4]([C:9]2[N:14]=[C:13]3[CH2:15][CH2:16][CH2:17][C:12]3=[C:11]([NH:18][C:19]3[CH:20]=[CH:21][C:22]([CH2:25][CH2:26][OH:27])=[CH:23][CH:24]=3)[CH:10]=2)[CH:5]=[CH:6][C:7]=1[Cl:8]. (4) Given the reactants [CH2:1]([N:8]1[CH2:21][CH:20](I)[CH2:19][C:9]21[CH2:18][CH2:17][C:12]1([O:16][CH2:15][CH2:14][O:13]1)[CH2:11][CH2:10]2)[C:2]1[CH:7]=[CH:6][CH:5]=[CH:4][CH:3]=1.O1C2(CCC(=O)CC2)OCC1, predict the reaction product. The product is: [CH2:1]([N:8]1[CH2:21][CH2:20][CH2:19][C:9]21[CH2:18][CH2:17][C:12]1([O:16][CH2:15][CH2:14][O:13]1)[CH2:11][CH2:10]2)[C:2]1[CH:3]=[CH:4][CH:5]=[CH:6][CH:7]=1. (5) Given the reactants Cl.[F:2][C:3]1[CH:8]=[CH:7][C:6]([C:9]2([OH:19])[CH2:18][CH2:17][C:12]3(OCC[O:13]3)[CH2:11][CH2:10]2)=[CH:5][CH:4]=1, predict the reaction product. The product is: [F:2][C:3]1[CH:4]=[CH:5][C:6]([C:9]2([OH:19])[CH2:10][CH2:11][C:12](=[O:13])[CH2:17][CH2:18]2)=[CH:7][CH:8]=1. (6) Given the reactants [O:1]1[C:5]2[CH:6]=[C:7]([OH:10])[CH:8]=[CH:9][C:4]=2[CH2:3][CH2:2]1.COC1C=C(O)C=CC=1C.[Cl:21][C:22]1[CH:30]=[CH:29][CH:28]=[C:27]2[C:23]=1[C:24](=[O:45])[C:25](=[O:44])[N:26]2[CH:31]([C:38]1[CH:43]=[CH:42][CH:41]=[CH:40][CH:39]=1)[C:32]1[CH:37]=[CH:36][CH:35]=[CH:34][CH:33]=1.C(N1C2C(=CC=CC=2)C(=O)C1=O)(C1C=CC=CC=1)C1C=CC=CC=1, predict the reaction product. The product is: [Cl:21][C:22]1[CH:30]=[CH:29][CH:28]=[C:27]2[C:23]=1[C:24]([OH:45])([C:8]1[C:7]([OH:10])=[CH:6][C:5]3[O:1][CH2:2][CH2:3][C:4]=3[CH:9]=1)[C:25](=[O:44])[N:26]2[CH:31]([C:32]1[CH:33]=[CH:34][CH:35]=[CH:36][CH:37]=1)[C:38]1[CH:43]=[CH:42][CH:41]=[CH:40][CH:39]=1. (7) Given the reactants C[O:2][C:3]([CH:5]1[CH2:9][C:8](=[O:10])[N:7]([CH:11]([C:13]2[CH:18]=[CH:17][CH:16]=[CH:15][CH:14]=2)[CH3:12])[CH2:6]1)=O.[Cl-].[Li+].[BH4-].[Na+].[Cl-].[NH4+], predict the reaction product. The product is: [OH:2][CH2:3][CH:5]1[CH2:6][N:7]([C@H:11]([C:13]2[CH:18]=[CH:17][CH:16]=[CH:15][CH:14]=2)[CH3:12])[C:8](=[O:10])[CH2:9]1.